Dataset: HIV replication inhibition screening data with 41,000+ compounds from the AIDS Antiviral Screen. Task: Binary Classification. Given a drug SMILES string, predict its activity (active/inactive) in a high-throughput screening assay against a specified biological target. (1) The compound is O=S1(=O)C2C=CCC1C(O)CC2. The result is 0 (inactive). (2) The result is 0 (inactive). The molecule is CN(C)C1C(O)=C(C(=O)NCNCCCC(=O)O)C(=O)C2(O)C(O)=C3C(=O)c4c(O)cccc4C(C)(O)C3CC12. (3) The drug is COc1ccc(N(C(=O)NCCO)c2ccccc2)cc1. The result is 0 (inactive). (4) The molecule is CCOC(=O)C(NC(=O)c1ccccc1)(Nc1ccc(S(=O)(=O)Nc2ccc(OC)nn2)cc1)C(F)(F)F. The result is 0 (inactive). (5) The molecule is Cc1ccc(O)c(-c2cscn2)c1. The result is 0 (inactive). (6) The compound is N=C(NNS(=O)(=O)c1ccccc1)Oc1ccc(Cl)cc1. The result is 0 (inactive). (7) The compound is CC1(C)C=Cc2c(cc3oc4ccc5c(c4c(=O)c3c2O)C=CC(C)(C)O5)O1. The result is 0 (inactive).